From a dataset of Full USPTO retrosynthesis dataset with 1.9M reactions from patents (1976-2016). Predict the reactants needed to synthesize the given product. (1) Given the product [CH3:28][N:29]([CH3:33])[CH2:30][CH2:31][NH:32][CH2:2][C:3]([NH:5][C:6]1[CH:7]=[C:8]2[C:13](=[CH:14][CH:15]=1)[N:12]=[C:11]([NH:16][CH:17]1[C:25]3[C:20](=[CH:21][CH:22]=[CH:23][C:24]=3[O:26][CH3:27])[CH2:19][CH2:18]1)[CH:10]=[CH:9]2)=[O:4], predict the reactants needed to synthesize it. The reactants are: Cl[CH2:2][C:3]([NH:5][C:6]1[CH:7]=[C:8]2[C:13](=[CH:14][CH:15]=1)[N:12]=[C:11]([NH:16][CH:17]1[C:25]3[C:20](=[CH:21][CH:22]=[CH:23][C:24]=3[O:26][CH3:27])[CH2:19][CH2:18]1)[CH:10]=[CH:9]2)=[O:4].[CH3:28][N:29]([CH3:33])[CH2:30][CH2:31][NH2:32]. (2) Given the product [C:11]([O:15][C:16]([N:18]1[CH2:23][CH2:22][N:21]([C:24]2[CH:29]=[N:28][CH:27]=[C:26]([C:5]3[CH:6]=[CH:7][C:2]([Cl:1])=[CH:3][CH:4]=3)[N:25]=2)[CH2:20][CH2:19]1)=[O:17])([CH3:14])([CH3:12])[CH3:13], predict the reactants needed to synthesize it. The reactants are: [Cl:1][C:2]1[CH:7]=[CH:6][C:5](B(O)O)=[CH:4][CH:3]=1.[C:11]([O:15][C:16]([N:18]1[CH2:23][CH2:22][N:21]([C:24]2[CH:29]=[N:28][CH:27]=[C:26](Cl)[N:25]=2)[CH2:20][CH2:19]1)=[O:17])([CH3:14])([CH3:13])[CH3:12].O.C(=O)([O-])[O-].[Na+].[Na+]. (3) Given the product [CH3:2][C:3]1([CH3:23])[CH2:7][C:6]2[CH:8]=[CH:9][CH:10]=[C:11]([CH2:12][N:13]3[CH2:17][CH2:16][C:15]4([CH2:22][CH2:21][N:20]([C:31](=[O:32])[CH2:30][C:27]5[CH:28]=[CH:29][N:24]=[CH:25][CH:26]=5)[CH2:19][CH2:18]4)[CH2:14]3)[C:5]=2[O:4]1, predict the reactants needed to synthesize it. The reactants are: Cl.[CH3:2][C:3]1([CH3:23])[CH2:7][C:6]2[CH:8]=[CH:9][CH:10]=[C:11]([CH2:12][N:13]3[CH2:17][CH2:16][C:15]4([CH2:22][CH2:21][NH:20][CH2:19][CH2:18]4)[CH2:14]3)[C:5]=2[O:4]1.[N:24]1[CH:29]=[CH:28][C:27]([CH2:30][C:31](O)=[O:32])=[CH:26][CH:25]=1.